This data is from Forward reaction prediction with 1.9M reactions from USPTO patents (1976-2016). The task is: Predict the product of the given reaction. Given the reactants COC(=O)[C@H:4]([N:14](CC1C=CC(F)=CC=1)[C:15]([C@@H:17]([NH:19][C:20]([O:22]C(C)(C)C)=O)[CH3:18])=[O:16])COCC1C=CC=CC=1.FC(F)(F)C(O)=O, predict the reaction product. The product is: [CH3:18][CH:17]1[C:15](=[O:16])[NH:14][CH2:4][C:20](=[O:22])[NH:19]1.